From a dataset of Reaction yield outcomes from USPTO patents with 853,638 reactions. Predict the reaction yield, written as a fraction of the theoretical maximum amount of product (1.0 means a 100% yield; for example, 0.34 means a 34% yield). (1) The reactants are [OH:1][CH2:2][C:3]1[CH:18]=[CH:17][C:6]([O:7][CH2:8][C:9]([C:11]2[CH:16]=[CH:15][CH:14]=[CH:13][CH:12]=2)=[O:10])=[CH:5][CH:4]=1.[C:19]([CH:21]([C:27]1[CH:32]=[CH:31][C:30](O)=[CH:29][CH:28]=1)[CH2:22][C:23]([O:25][CH3:26])=[O:24])#[N:20].C(P(CCCC)CCCC)CCC.N(C(N1CCCCC1)=O)=NC(N1CCCCC1)=O. The catalyst is C1(C)C=CC=CC=1.CCCCCC. The product is [C:19]([CH:21]([C:27]1[CH:32]=[CH:31][C:30]([O:1][CH2:2][C:3]2[CH:4]=[CH:5][C:6]([O:7][CH2:8][C:9](=[O:10])[C:11]3[CH:12]=[CH:13][CH:14]=[CH:15][CH:16]=3)=[CH:17][CH:18]=2)=[CH:29][CH:28]=1)[CH2:22][C:23]([O:25][CH3:26])=[O:24])#[N:20]. The yield is 0.561. (2) The reactants are N([O-])=O.[Na+].[CH2:5]([O:7][C:8](=[O:16])[CH2:9][C:10]1[N:11]=[C:12](N)[S:13][CH:14]=1)[CH3:6].[Br-:17].[Na+].Cl. The catalyst is O.S([O-])([O-])(=O)=O.[Cu+2]. The product is [CH2:5]([O:7][C:8](=[O:16])[CH2:9][C:10]1[N:11]=[C:12]([Br:17])[S:13][CH:14]=1)[CH3:6]. The yield is 0.0600. (3) The reactants are [CH3:1][C:2]1[O:3][C:4]([CH2:7][C:8]2[CH:13]=[CH:12][C:11](/[CH:14]=[CH:15]/[N+:16]([O-:18])=[O:17])=[CH:10][CH:9]=2)=[CH:5][CH:6]=1.C(O)(=O)C.CS(C)=O.[BH4-].[Na+]. The catalyst is O. The product is [CH3:1][C:2]1[O:3][C:4]([CH2:7][C:8]2[CH:13]=[CH:12][C:11]([CH2:14][CH2:15][N+:16]([O-:18])=[O:17])=[CH:10][CH:9]=2)=[CH:5][CH:6]=1. The yield is 0.770. (4) The reactants are [O:1]1[CH2:5][CH2:4][O:3][C:2]1([CH2:11][C:12](OC)=[O:13])[CH2:6][C:7](OC)=[O:8].[H-].[H-].[H-].[H-].[Li+].[Al+3]. The catalyst is C1COCC1. The product is [O:1]1[CH2:5][CH2:4][O:3][C:2]1([CH2:6][CH2:7][OH:8])[CH2:11][CH2:12][OH:13]. The yield is 0.660. (5) The reactants are CS(O)(=O)=O.[NH2:6][CH2:7][C:8]1[CH:9]=[C:10]2[C:14](=[CH:15][CH:16]=1)[C:13](=[O:17])[N:12]([CH:18]1[CH2:23][CH2:22][C:21](=[O:24])[NH:20][C:19]1=[O:25])[CH2:11]2.[C:26](N1C=CN=C1)(N1C=CN=C1)=[O:27].[NH2:38][C:39]1[CH:40]=[C:41]2[C:46](=[CH:47][CH:48]=1)[CH2:45][N:44]([C:49]([O:51][C:52]([CH3:55])([CH3:54])[CH3:53])=[O:50])[CH2:43][CH2:42]2.O. The catalyst is CN(C=O)C. The product is [C:52]([O:51][C:49]([N:44]1[CH2:43][CH2:42][C:41]2[C:46](=[CH:47][CH:48]=[C:39]([NH:38][C:26]([NH:6][CH2:7][C:8]3[CH:9]=[C:10]4[C:14](=[CH:15][CH:16]=3)[C:13](=[O:17])[N:12]([CH:18]3[CH2:23][CH2:22][C:21](=[O:24])[NH:20][C:19]3=[O:25])[CH2:11]4)=[O:27])[CH:40]=2)[CH2:45]1)=[O:50])([CH3:55])([CH3:54])[CH3:53]. The yield is 0.530. (6) The reactants are FC(F)(F)S(O[C:7]1[CH:8]=[CH:9][C:10]2[O:14][C:13]([C:15]3[CH:20]=[CH:19][C:18]([F:21])=[CH:17][CH:16]=3)=[C:12]([C:22](=[O:25])[NH:23][CH3:24])[C:11]=2[CH:26]=1)(=O)=O.O1CCOCC1.B([C:38]1[CH:39]=[C:40]([Cl:47])[CH:41]=[C:42]([CH:46]=1)[C:43]([OH:45])=[O:44])(O)O.C(=O)([O-])[O-].[Cs+].[Cs+]. The yield is 1.00. The catalyst is Cl.C1C=CC([P]([Pd]([P](C2C=CC=CC=2)(C2C=CC=CC=2)C2C=CC=CC=2)([P](C2C=CC=CC=2)(C2C=CC=CC=2)C2C=CC=CC=2)[P](C2C=CC=CC=2)(C2C=CC=CC=2)C2C=CC=CC=2)(C2C=CC=CC=2)C2C=CC=CC=2)=CC=1.O. The product is [Cl:47][C:40]1[CH:41]=[C:42]([CH:46]=[C:38]([C:7]2[CH:8]=[CH:9][C:10]3[O:14][C:13]([C:15]4[CH:20]=[CH:19][C:18]([F:21])=[CH:17][CH:16]=4)=[C:12]([C:22](=[O:25])[NH:23][CH3:24])[C:11]=3[CH:26]=2)[CH:39]=1)[C:43]([OH:45])=[O:44]. (7) The reactants are Br[C:2]1[S:6][C:5]([C:7]([O:9][CH3:10])=[O:8])=[C:4]([CH3:11])[C:3]=1[C:12]#[N:13].[NH:14]1[CH2:19][CH2:18][O:17][CH2:16][CH2:15]1.C(=O)([O-])[O-].[Cs+].[Cs+]. The catalyst is O1CCCC1. The product is [C:12]([C:3]1[C:4]([CH3:11])=[C:5]([C:7]([O:9][CH3:10])=[O:8])[S:6][C:2]=1[N:14]1[CH2:19][CH2:18][O:17][CH2:16][CH2:15]1)#[N:13]. The yield is 0.730. (8) The reactants are C(=O)([O-])[O-].[Cs+].[Cs+].[Br:7][C:8]1[CH:16]=[C:15]2[C:11]([CH2:12][C:13](=[O:24])[N:14]2[C:17]([O:19][C:20]([CH3:23])([CH3:22])[CH3:21])=[O:18])=[CH:10][CH:9]=1.I[CH2:26][CH2:27][O:28][CH2:29][CH2:30]I.C(O)(=O)C. The catalyst is CN(C=O)C.O.C(OCC)(=O)C. The product is [Br:7][C:8]1[CH:16]=[C:15]2[N:14]([C:17]([O:19][C:20]([CH3:21])([CH3:23])[CH3:22])=[O:18])[C:13](=[O:24])[C:12]3([CH2:30][CH2:29][O:28][CH2:27][CH2:26]3)[C:11]2=[CH:10][CH:9]=1. The yield is 0.610.